From a dataset of Full USPTO retrosynthesis dataset with 1.9M reactions from patents (1976-2016). Predict the reactants needed to synthesize the given product. Given the product [CH3:1][O:2][C:3]1[CH:4]=[C:5]([NH:14][C:15](=[O:20])[CH2:16][C:17]([NH:21][C:22]2[CH:27]=[CH:26][CH:25]=[C:24]([CH3:28])[CH:23]=2)=[O:19])[CH:6]=[CH:7][C:8]=1[C:9]1[O:13][CH:12]=[N:11][CH:10]=1, predict the reactants needed to synthesize it. The reactants are: [CH3:1][O:2][C:3]1[CH:4]=[C:5]([NH:14][C:15](=[O:20])[CH2:16][C:17]([OH:19])=O)[CH:6]=[CH:7][C:8]=1[C:9]1[O:13][CH:12]=[N:11][CH:10]=1.[NH2:21][C:22]1[CH:27]=[CH:26][CH:25]=[C:24]([CH3:28])[CH:23]=1.